From a dataset of Reaction yield outcomes from USPTO patents with 853,638 reactions. Predict the reaction yield, written as a fraction of the theoretical maximum amount of product (1.0 means a 100% yield; for example, 0.34 means a 34% yield). (1) The reactants are C(=O)([O-])[O-].[K+].[K+].I[C:8]1[CH:9]=[C:10]([CH:15]=[CH:16][CH:17]=1)[C:11]([O:13][CH3:14])=[O:12].[CH3:18][O:19][C:20]1[CH:21]=[C:22]([SH:26])[CH:23]=[CH:24][CH:25]=1.CCCCCCCCCCCC. The catalyst is C(OCC)(=O)C.COCCOC. The product is [CH3:18][O:19][C:20]1[CH:21]=[C:22]([S:26][C:8]2[CH:9]=[C:10]([CH:15]=[CH:16][CH:17]=2)[C:11]([O:13][CH3:14])=[O:12])[CH:23]=[CH:24][CH:25]=1. The yield is 0.810. (2) The reactants are Cl.[OH:2][C:3]1[CH:8]=[CH:7][C:6]([C:9]2[N:14]=[C:13]3[N:15]([CH2:19][CH2:20][N:21]4[CH2:26][CH2:25][O:24][CH2:23][CH2:22]4)[C:16](=[O:18])[NH:17][C:12]3=[N:11][CH:10]=2)=[CH:5][CH:4]=1.BrC1N=C2N(CCN3CCOCC3)C(=O)NC2=NC=1.CNC(C1C=CC(B(O)O)=CC=1)=O.P([O-])([O-])([O-])=O.[K+].[K+].[K+]. The catalyst is CN(C=O)C.O.C1C=CC(P(C2C=CC=CC=2)[C-]2C=CC=C2)=CC=1.C1C=CC(P(C2C=CC=CC=2)[C-]2C=CC=C2)=CC=1.Cl[Pd]Cl.[Fe+2]. The product is [OH:2][C:3]1[CH:4]=[CH:5][C:6]([C:9]2[N:14]=[C:13]3[N:15]([CH2:19][CH2:20][N:21]4[CH2:22][CH2:23][O:24][CH2:25][CH2:26]4)[C:16](=[O:18])[NH:17][C:12]3=[N:11][CH:10]=2)=[CH:7][CH:8]=1. The yield is 0.160. (3) The reactants are [CH2:1]([C:5]([CH2:16][C:17]([CH3:19])=[CH2:18])([C:11]([O:13][CH2:14][CH3:15])=[O:12])[C:6]([O:8][CH2:9][CH3:10])=[O:7])[CH2:2]C=C.CCCCCCCCCCCCCCCC. The catalyst is C1(C)C=CC=CC=1.C(OCC)(=O)C. The product is [CH3:19][C:17]1[CH2:16][C:5]([C:6]([O:8][CH2:9][CH3:10])=[O:7])([C:11]([O:13][CH2:14][CH3:15])=[O:12])[CH2:1][CH2:2][CH:18]=1. The yield is 0.240. (4) The reactants are S(=O)(=O)(O)O.B(O)(O)O.[Na+].[N+]([C:14]1[CH:15]=C(S([O-])(=O)=O)C=C[CH:19]=1)([O-])=O.OCC(CO)O.[F:30][C:31]1[CH:32]=[C:33]([NH2:41])[C:34]2[O:39][CH2:38][CH2:37][O:36][C:35]=2[CH:40]=1. The catalyst is C(OCC)(=O)C.O.O.O.O.O.O.O.S([O-])([O-])(=O)=O.[Fe+2].O. The product is [F:30][C:31]1[C:32]2[CH:19]=[CH:14][CH:15]=[N:41][C:33]=2[C:34]2[O:39][CH2:38][CH2:37][O:36][C:35]=2[CH:40]=1. The yield is 0.600.